This data is from Reaction yield outcomes from USPTO patents with 853,638 reactions. The task is: Predict the reaction yield, written as a fraction of the theoretical maximum amount of product (1.0 means a 100% yield; for example, 0.34 means a 34% yield). (1) The reactants are [OH:1][C:2]1[CH:10]=[CH:9][C:5]([C:6]([NH2:8])=[O:7])=[CH:4][CH:3]=1.C(=O)([O-])[O-].[Cs+].[Cs+].Br[C:18]1[CH:19]=[CH:20][C:21]([N+:24]([O-:26])=[O:25])=[N:22][CH:23]=1. The catalyst is CN(C)C=O. The product is [N+:24]([C:21]1[N:22]=[CH:23][C:18]([O:1][C:2]2[CH:10]=[CH:9][C:5]([C:6]([NH2:8])=[O:7])=[CH:4][CH:3]=2)=[CH:19][CH:20]=1)([O-:26])=[O:25]. The yield is 0.380. (2) The reactants are [Cl:1][C:2]1[CH:3]=[C:4]([C:8]2[C:13]([O:14][CH3:15])=[CH:12][CH:11]=[C:10]([CH2:16][C:17]3[CH:22]=[CH:21][C:20]([NH2:23])=[CH:19][CH:18]=3)[C:9]=2[F:24])[CH:5]=[CH:6][CH:7]=1.[O-:25][C:26]#[N:27].[Na+].CC(C)=O.CCCCCC. The catalyst is CC(O)=O.O. The product is [Cl:1][C:2]1[CH:3]=[C:4]([C:8]2[C:13]([O:14][CH3:15])=[CH:12][CH:11]=[C:10]([CH2:16][C:17]3[CH:18]=[CH:19][C:20]([NH:23][C:26]([NH2:27])=[O:25])=[CH:21][CH:22]=3)[C:9]=2[F:24])[CH:5]=[CH:6][CH:7]=1. The yield is 0.560. (3) The product is [CH2:1]([O:15][C:16]1[CH:25]=[C:24]([NH:26][C:27](=[O:40])[CH2:28][CH:29]([C:30]2[CH:39]=[CH:38][C:37]3[C:32](=[CH:33][CH:34]=[CH:35][CH:36]=3)[CH:31]=2)[CH2:56][N+:53]([O-:55])=[O:54])[CH:23]=[CH:22][C:17]=1[C:18]([O:20][CH3:21])=[O:19])[C:2]1[CH:7]=[CH:6][CH:5]=[CH:4][CH:3]=1. The yield is 0.720. The catalyst is CN(C=O)C.O. The reactants are [CH2:1](Br)[C:2]1[CH:7]=[CH:6][CH:5]=[CH:4][CH:3]=1.C([O-])([O-])=O.[K+].[K+].[OH:15][C:16]1[CH:25]=[C:24]([NH:26][C:27](=[O:40])[CH:28]=[CH:29][C:30]2[CH:39]=[CH:38][C:37]3[C:32](=[CH:33][CH:34]=[CH:35][CH:36]=3)[CH:31]=2)[CH:23]=[CH:22][C:17]=1[C:18]([O:20][CH3:21])=[O:19].C1CCN2C(=NCCC2)CC1.Cl.[N+:53]([CH3:56])([O-:55])=[O:54].